From a dataset of Reaction yield outcomes from USPTO patents with 853,638 reactions. Predict the reaction yield, written as a fraction of the theoretical maximum amount of product (1.0 means a 100% yield; for example, 0.34 means a 34% yield). (1) The catalyst is O. The product is [N:14]1([C:2]2[CH:9]=[C:8]([C:10]([F:13])([F:12])[F:11])[CH:7]=[CH:6][C:3]=2[CH:4]=[O:5])[CH2:19][CH2:18][O:17][CH2:16][CH2:15]1. The yield is 0.410. The reactants are F[C:2]1[CH:9]=[C:8]([C:10]([F:13])([F:12])[F:11])[CH:7]=[CH:6][C:3]=1[CH:4]=[O:5].[NH:14]1[CH2:19][CH2:18][O:17][CH2:16][CH2:15]1.C(=O)([O-])[O-].[K+].[K+].CS(C)=O. (2) The reactants are C(C1C=C2C(=CC=1)N(C)C=C2C1CCC(=O)CC1)#N.O1[C:24]2([CH2:29][CH2:28][CH:27]([C:30]3[C:38]4[C:33](=[CH:34][CH:35]=[C:36]([C:39]#[N:40])[CH:37]=4)[N:32]([CH2:41][CH2:42][CH3:43])[CH:31]=3)[CH2:26][CH2:25]2)[O:23]CC1. No catalyst specified. The product is [C:39]([C:36]1[CH:37]=[C:38]2[C:33](=[CH:34][CH:35]=1)[N:32]([CH2:41][CH2:42][CH3:43])[CH:31]=[C:30]2[CH:27]1[CH2:28][CH2:29][C:24](=[O:23])[CH2:25][CH2:26]1)#[N:40]. The yield is 0.730. (3) The reactants are [O-]CC.[Na+].[CH2:5]([C@:12]12[C:26](=O)[CH:20]([C@@:21]([OH:25])([CH3:24])[CH2:22][CH2:23]1)[CH2:19][C:18]1[C:13]2=[CH:14][CH:15]=[C:16]([Br:28])[CH:17]=1)[C:6]1[CH:11]=[CH:10][CH:9]=[CH:8][CH:7]=1. The catalyst is CCO. The product is [CH2:5]([C@:12]12[C:13]3[C:18](=[CH:17][C:16]([Br:28])=[CH:15][CH:14]=3)[CH2:19][CH2:20][C:26]1=[CH:24][C:21](=[O:25])[CH2:22][CH2:23]2)[C:6]1[CH:11]=[CH:10][CH:9]=[CH:8][CH:7]=1. The yield is 0.970.